Dataset: Full USPTO retrosynthesis dataset with 1.9M reactions from patents (1976-2016). Task: Predict the reactants needed to synthesize the given product. (1) Given the product [F:13][C:12]([F:15])([F:14])[C:10]([B:2]([OH:7])[OH:3])=[CH2:11], predict the reactants needed to synthesize it. The reactants are: [Mg].[B:2]([O:7]C)(OC)[O:3]C.Br[C:10]([C:12]([F:15])([F:14])[F:13])=[CH2:11].Cl. (2) Given the product [Cl:14][C:15]1[CH:20]=[CH:19][C:18]([C:21](=[N:1][C:2]2[CH:11]=[C:10]([F:12])[CH:9]=[C:8]3[C:3]=2[CH:4]=[CH:5][C:6](=[O:13])[NH:7]3)[C:22]([OH:30])([CH2:27][O:28][CH3:29])[C:23]([F:26])([F:25])[F:24])=[C:17]([O:32][CH3:33])[C:16]=1[F:34], predict the reactants needed to synthesize it. The reactants are: [NH2:1][C:2]1[CH:11]=[C:10]([F:12])[CH:9]=[C:8]2[C:3]=1[CH:4]=[CH:5][C:6](=[O:13])[NH:7]2.[Cl:14][C:15]1[CH:20]=[CH:19][C:18]([C:21](=O)[C:22]([OH:30])([CH2:27][O:28][CH3:29])[C:23]([F:26])([F:25])[F:24])=[C:17]([O:32][CH3:33])[C:16]=1[F:34].C(O)(=O)C.[F-].[NH4+]. (3) Given the product [Cl:25][C:26]1[CH:31]=[C:30]([F:32])[CH:29]=[CH:28][C:27]=1[C:5]1[C:4]([C:3]([OH:2])=[O:24])=[CH:9][C:8]([C:10]2[S:11][CH:12]=[C:13]([C:15]3[CH:20]=[CH:19][C:18]([Cl:21])=[C:17]([Cl:22])[CH:16]=3)[N:14]=2)=[CH:7][CH:6]=1, predict the reactants needed to synthesize it. The reactants are: C[O:2][C:3](=[O:24])[C:4]1[CH:9]=[C:8]([C:10]2[S:11][CH:12]=[C:13]([C:15]3[CH:20]=[CH:19][C:18]([Cl:21])=[C:17]([Cl:22])[CH:16]=3)[N:14]=2)[CH:7]=[CH:6][C:5]=1Br.[Cl:25][C:26]1[CH:31]=[C:30]([F:32])[CH:29]=[CH:28][C:27]=1B(O)O. (4) Given the product [Cl:25][C:23]1[CH:24]=[C:19]([C:13]2([C:15]([F:18])([F:17])[F:16])[CH2:14][N:10]2[C:7]2[CH:8]=[CH:9][C:4]([C:3]([OH:2])=[O:28])=[C:5]([CH3:27])[CH:6]=2)[CH:20]=[C:21]([Cl:26])[CH:22]=1, predict the reactants needed to synthesize it. The reactants are: C[O:2][C:3](=[O:28])[C:4]1[CH:9]=[CH:8][C:7]([N:10]2[CH2:14][C:13]([C:19]3[CH:24]=[C:23]([Cl:25])[CH:22]=[C:21]([Cl:26])[CH:20]=3)([C:15]([F:18])([F:17])[F:16])N=N2)=[CH:6][C:5]=1[CH3:27].[OH-].[K+]. (5) Given the product [Br:14][C:13]1[C:2]2[N:3]([CH:16]=[CH:17][N:1]=2)[CH:4]=[C:5]([C:6]([N:8]([CH2:10][CH3:11])[CH3:9])=[O:7])[CH:12]=1, predict the reactants needed to synthesize it. The reactants are: [NH2:1][C:2]1[C:13]([Br:14])=[CH:12][C:5]([C:6]([N:8]([CH2:10][CH3:11])[CH3:9])=[O:7])=[CH:4][N:3]=1.Cl[CH2:16][CH:17]=O.C(=O)([O-])O.[Na+]. (6) Given the product [N:11]([CH2:5][C:6]1[O:10][CH:9]=[CH:8][CH:7]=1)=[C:1]=[S:2], predict the reactants needed to synthesize it. The reactants are: [C:1](Cl)(Cl)=[S:2].[CH2:5]([NH2:11])[C:6]1[O:10][CH:9]=[CH:8][CH:7]=1.[OH-].[Na+]. (7) Given the product [Cl:21][C:22]1[CH:23]=[C:24]([CH:32]([CH2:36][C@H:37]2[CH2:41][CH2:40][C:39]([F:43])([F:42])[CH2:38]2)[C:33]([NH:10][C:7]2[CH:8]=[CH:9][N:5]([CH2:4][C:3]([O:2][CH3:1])([CH3:12])[CH3:11])[N:6]=2)=[O:34])[CH:25]=[CH:26][C:27]=1[S:28]([CH3:31])(=[O:30])=[O:29], predict the reactants needed to synthesize it. The reactants are: [CH3:1][O:2][C:3]([CH3:12])([CH3:11])[CH2:4][N:5]1[CH:9]=[CH:8][C:7]([NH2:10])=[N:6]1.N1C(C)=CC=CC=1C.[Cl:21][C:22]1[CH:23]=[C:24]([CH:32]([CH2:36][C@H:37]2[CH2:41][CH2:40][C:39]([F:43])([F:42])[CH2:38]2)[C:33](Cl)=[O:34])[CH:25]=[CH:26][C:27]=1[S:28]([CH3:31])(=[O:30])=[O:29]. (8) Given the product [Br:1][C:2]1[CH:3]=[C:4]2[C:9](=[CH:10][CH:11]=1)[N:8]=[CH:7][C:6]([NH2:12])=[C:5]2[NH:15][CH3:16], predict the reactants needed to synthesize it. The reactants are: [Br:1][C:2]1[CH:3]=[C:4]2[C:9](=[CH:10][CH:11]=1)[N:8]=[CH:7][C:6]([N+:12]([O-])=O)=[C:5]2[NH:15][CH3:16]. (9) The reactants are: CO[C:3](=[O:20])[C:4]1[CH:9]=[C:8]([C:10]2[N:11]([CH3:15])[N:12]=[CH:13][CH:14]=2)[C:7]([CH:16]([F:18])[F:17])=[CH:6][C:5]=1[NH2:19].[CH3:21][S:22]([NH:25][NH2:26])(=[O:24])=[O:23].[OH-:27].[Na+].[CH2:29](Cl)Cl. Given the product [F:18][CH:16]([F:17])[C:7]1[CH:6]=[C:5]2[C:4]([C:3](=[O:20])[N:26]([NH:25][S:22]([CH3:21])(=[O:24])=[O:23])[C:29](=[O:27])[NH:19]2)=[CH:9][C:8]=1[C:10]1[N:11]([CH3:15])[N:12]=[CH:13][CH:14]=1, predict the reactants needed to synthesize it.